From a dataset of Full USPTO retrosynthesis dataset with 1.9M reactions from patents (1976-2016). Predict the reactants needed to synthesize the given product. (1) Given the product [CH3:1][O:2][C:3]1[CH:4]=[C:5]([NH:6][C:17]2[N:18]=[CH:19][C:20]3[CH2:21][N:22]([CH3:34])[CH2:23][C@@H:24]([C:28]4[CH:33]=[CH:32][CH:31]=[CH:30][CH:29]=4)[O:25][C:26]=3[N:27]=2)[CH:7]=[CH:8][C:9]=1[N:10]1[CH:14]=[C:13]([CH3:15])[N:12]=[CH:11]1, predict the reactants needed to synthesize it. The reactants are: [CH3:1][O:2][C:3]1[CH:4]=[C:5]([CH:7]=[CH:8][C:9]=1[N:10]1[CH:14]=[C:13]([CH3:15])[N:12]=[CH:11]1)[NH2:6].Cl[C:17]1[N:18]=[CH:19][C:20]2[CH2:21][N:22]([CH3:34])[CH2:23][C@@H:24]([C:28]3[CH:33]=[CH:32][CH:31]=[CH:30][CH:29]=3)[O:25][C:26]=2[N:27]=1. (2) Given the product [C:9]([O:8][C:6]([C:5]1[CH:13]=[CH:14][C:2]([CH:24]([C:23]([O:30][CH3:31])=[O:29])[C:25]([O:27][CH3:28])=[O:26])=[CH:3][CH:4]=1)=[O:7])([CH3:12])([CH3:11])[CH3:10], predict the reactants needed to synthesize it. The reactants are: Br[C:2]1[CH:14]=[CH:13][C:5]([C:6]([O:8][C:9]([CH3:12])([CH3:11])[CH3:10])=[O:7])=[CH:4][CH:3]=1.[O-]P([O-])([O-])=O.[K+].[K+].[K+].[C:23]([O:30][CH3:31])(=[O:29])[CH2:24][C:25]([O:27][CH3:28])=[O:26].P(C(C)(C)C)(C(C)(C)C)C(C)(C)C. (3) Given the product [CH3:1][C:2]1[N:3]([CH:13]([CH2:22][CH:21]=[CH2:20])[C:14]([O:16][CH2:17][CH3:18])=[O:15])[C:4]([CH:11]=[CH2:12])=[C:5]([C:7]([F:8])([F:9])[F:10])[N:6]=1, predict the reactants needed to synthesize it. The reactants are: [CH3:1][C:2]1[N:3]([CH2:13][C:14]([O:16][CH2:17][CH3:18])=[O:15])[C:4]([CH:11]=[CH2:12])=[C:5]([C:7]([F:10])([F:9])[F:8])[N:6]=1.[Li+].[CH3:20][CH:21]([N-]C(C)C)[CH3:22].C(Br)C=C.[NH4+].[Cl-]. (4) Given the product [O:24]=[C:11]1[N:10]([CH2:9][CH2:8][N:5]2[CH2:6][CH2:7][CH:2]([NH:1][CH2:36][C:34]3[CH:33]=[CH:32][C:29]4[O:30][CH2:31][C:26](=[O:25])[NH:27][C:28]=4[N:35]=3)[CH2:3][CH2:4]2)[C:15]2[CH:16]=[C:17]([C:20]([O:22][CH3:23])=[O:21])[CH:18]=[CH:19][C:14]=2[O:13][CH2:12]1, predict the reactants needed to synthesize it. The reactants are: [NH2:1][CH:2]1[CH2:7][CH2:6][N:5]([CH2:8][CH2:9][N:10]2[C:15]3[CH:16]=[C:17]([C:20]([O:22][CH3:23])=[O:21])[CH:18]=[CH:19][C:14]=3[O:13][CH2:12][C:11]2=[O:24])[CH2:4][CH2:3]1.[O:25]=[C:26]1[CH2:31][O:30][C:29]2[CH:32]=[CH:33][C:34]([CH:36]=O)=[N:35][C:28]=2[NH:27]1.C([BH3-])#N.[Na+].